From a dataset of Catalyst prediction with 721,799 reactions and 888 catalyst types from USPTO. Predict which catalyst facilitates the given reaction. (1) Reactant: [H-].[Na+].[CH3:3][N:4]1[CH2:9][CH2:8][CH:7]([OH:10])[CH2:6][CH2:5]1.[Br:11][C:12]1[C:17]([N+:18]([O-:20])=[O:19])=[C:16](Br)[C:15]([F:22])=[CH:14][N:13]=1. Product: [Br:11][C:12]1[C:17]([N+:18]([O-:20])=[O:19])=[C:16]([O:10][CH:7]2[CH2:8][CH2:9][N:4]([CH3:3])[CH2:5][CH2:6]2)[C:15]([F:22])=[CH:14][N:13]=1. The catalyst class is: 1. (2) Reactant: [C:1]1([S:7]([C:10]2[CH:11]=[N:12][C:13]3[C:18]([CH:19]=2)=[CH:17][CH:16]=[CH:15][C:14]=3[N:20]2[CH2:24][CH:23]3[CH2:25][CH2:26][N:27](C(OC(C)(C)C)=O)[CH:22]3[CH2:21]2)(=[O:9])=[O:8])[CH:6]=[CH:5][CH:4]=[CH:3][CH:2]=1.[ClH:35]. Product: [ClH:35].[NH:27]1[CH2:26][CH2:25][CH:23]2[CH2:24][N:20]([C:14]3[CH:15]=[CH:16][CH:17]=[C:18]4[C:13]=3[N:12]=[CH:11][C:10]([S:7]([C:1]3[CH:2]=[CH:3][CH:4]=[CH:5][CH:6]=3)(=[O:9])=[O:8])=[CH:19]4)[CH2:21][CH:22]12. The catalyst class is: 2. (3) The catalyst class is: 30. Product: [C:4]([N:7]1[C:15]2[C:10](=[CH:11][C:12]([CH2:16][CH2:17][N:18]3[CH2:19][CH2:20][N:21]([C:24]4[C:32]5[O:31][C:30]([C:33]([O-:35])=[O:34])=[CH:29][C:28]=5[CH:27]=[CH:26][CH:25]=4)[CH2:22][CH2:23]3)=[CH:13][CH:14]=2)[CH2:9][CH2:8]1)(=[O:6])[CH3:5].[Li+:3]. Reactant: O.[OH-].[Li+:3].[C:4]([N:7]1[C:15]2[C:10](=[CH:11][C:12]([CH2:16][CH2:17][N:18]3[CH2:23][CH2:22][N:21]([C:24]4[C:32]5[O:31][C:30]([C:33]([O:35]CC)=[O:34])=[CH:29][C:28]=5[CH:27]=[CH:26][CH:25]=4)[CH2:20][CH2:19]3)=[CH:13][CH:14]=2)[CH2:9][CH2:8]1)(=[O:6])[CH3:5]. (4) Reactant: Br[C:2]1[CH:7]=[CH:6][CH:5]=[C:4]([Br:8])[CH:3]=1.[C:9]1(B(O)O)[C:22]2[C:23]3=[C:24]4[C:19](=[CH:20][CH:21]=2)[CH:18]=[CH:17][CH:16]=[C:15]4[CH:14]=[CH:13][C:12]3=[CH:11][CH:10]=1.C([O-])([O-])=O.[Na+].[Na+].CCO. Product: [Br:8][C:4]1[CH:3]=[C:2]([C:16]2[C:15]3[C:24]4=[C:23]5[C:12](=[CH:13][CH:14]=3)[CH:11]=[CH:10][CH:9]=[C:22]5[CH:21]=[CH:20][C:19]4=[CH:18][CH:17]=2)[CH:7]=[CH:6][CH:5]=1. The catalyst class is: 11. (5) Reactant: [CH3:1][C:2]([CH3:15])([CH2:8][C:9]1[CH:14]=[CH:13][CH:12]=[CH:11][CH:10]=1)[C:3]([O:5]CC)=[O:4].O.[OH-].[Li+]. Product: [CH3:1][C:2]([CH3:15])([CH2:8][C:9]1[CH:14]=[CH:13][CH:12]=[CH:11][CH:10]=1)[C:3]([OH:5])=[O:4]. The catalyst class is: 24. (6) Product: [C:12]([O:11][C:9]([N:6]1[CH2:5][CH2:4][NH:3][C:2]([CH3:8])([CH3:1])[CH2:7]1)=[O:10])([CH3:15])([CH3:14])[CH3:13]. The catalyst class is: 2. Reactant: [CH3:1][C:2]1([CH3:8])[CH2:7][NH:6][CH2:5][CH2:4][NH:3]1.[C:9](O[C:9]([O:11][C:12]([CH3:15])([CH3:14])[CH3:13])=[O:10])([O:11][C:12]([CH3:15])([CH3:14])[CH3:13])=[O:10].[Na+].[Cl-].